The task is: Predict the reaction yield, written as a fraction of the theoretical maximum amount of product (1.0 means a 100% yield; for example, 0.34 means a 34% yield).. This data is from Reaction yield outcomes from USPTO patents with 853,638 reactions. (1) The reactants are [C:1]([C:3]1[CH:4]=[C:5]([CH2:10][C:11]([O:13][C:14]([CH3:17])([CH3:16])[CH3:15])=[O:12])[CH:6]=[CH:7][C:8]=1F)#[N:2].[Cl:18][C:19]1[CH:20]=[C:21]([CH:32]=[CH:33][C:34]=1[Cl:35])[C:22]([NH:24][C:25]1[CH:30]=[CH:29][C:28]([OH:31])=[CH:27][CH:26]=1)=[O:23].C(=O)([O-])[O-].[K+].[K+]. The catalyst is CS(C)=O.C(OCC)(=O)C.C(=O)([O-])[O-].[Na+].[Na+]. The product is [C:1]([C:3]1[CH:4]=[C:5]([CH2:10][C:11]([O:13][C:14]([CH3:17])([CH3:16])[CH3:15])=[O:12])[CH:6]=[CH:7][C:8]=1[O:31][C:28]1[CH:29]=[CH:30][C:25]([NH:24][C:22](=[O:23])[C:21]2[CH:32]=[CH:33][C:34]([Cl:35])=[C:19]([Cl:18])[CH:20]=2)=[CH:26][CH:27]=1)#[N:2]. The yield is 0.590. (2) The reactants are [CH3:1][C@@:2]12[C@@H:10]([OH:11])[CH2:9][CH2:8][C@H:7]1[C@@H:6]1[CH2:12][CH2:13][C:14]3[C@@H:20]([C@H:5]1[CH2:4][CH2:3]2)[CH2:19][CH2:18][C:16](=[O:17])[CH:15]=3. The catalyst is C(O)(=O)C. The product is [CH3:1][C@:2]12[CH2:3][CH2:4][C@H:5]3[C@@H:6]([CH2:12][CH2:13][C:14]4[C@@H:20]3[CH2:19][CH2:18][C:16](=[O:17])[CH:15]=4)[C@@H:7]1[CH2:8][CH2:9][C:10]2=[O:11]. The yield is 0.950. (3) The reactants are [CH3:1][O:2][C:3]1[CH:4]=[C:5]([CH:30]=[CH:31][C:32]=1[O:33][CH3:34])[CH2:6][NH:7][C:8]1[N:13]2[N:14]=[C:15]([C:17]3[O:18][CH:19]=[CH:20][CH:21]=3)[N:16]=[C:12]2[CH:11]=[C:10]([C:22]2[CH:27]=[CH:26][C:25]([CH:28]=[O:29])=[CH:24][CH:23]=2)[N:9]=1.[BH4-].[Na+]. The catalyst is CO. The product is [CH3:1][O:2][C:3]1[CH:4]=[C:5]([CH:30]=[CH:31][C:32]=1[O:33][CH3:34])[CH2:6][NH:7][C:8]1[N:13]2[N:14]=[C:15]([C:17]3[O:18][CH:19]=[CH:20][CH:21]=3)[N:16]=[C:12]2[CH:11]=[C:10]([C:22]2[CH:27]=[CH:26][C:25]([CH2:28][OH:29])=[CH:24][CH:23]=2)[N:9]=1. The yield is 0.950. (4) The reactants are Cl[C:2]1[CH:11]=[CH:10][C:9]2[C:8]3[C:12]4[NH:19][CH2:18][C@@H:17]([CH2:20][OH:21])[NH:16][C:15](=[O:22])[C:13]=4[S:14][C:7]=3[CH:6]=[CH:5][C:4]=2[N:3]=1.[F:23][C:24]1[N:29]=[CH:28][N:27]=[C:26]([NH2:30])[CH:25]=1.C(=O)([O-])[O-].[Cs+].[Cs+].CC1(C)C2C(=C(P(C3C=CC=CC=3)C3C=CC=CC=3)C=CC=2)OC2C(P(C3C=CC=CC=3)C3C=CC=CC=3)=CC=CC1=2. The catalyst is O1CCOCC1.C1C=CC(/C=C/C(/C=C/C2C=CC=CC=2)=O)=CC=1.C1C=CC(/C=C/C(/C=C/C2C=CC=CC=2)=O)=CC=1.C1C=CC(/C=C/C(/C=C/C2C=CC=CC=2)=O)=CC=1.[Pd].[Pd]. The product is [F:23][C:24]1[N:29]=[CH:28][N:27]=[C:26]([NH:30][C:2]2[CH:11]=[CH:10][C:9]3[C:8]4[C:12]5[NH:19][CH2:18][C@@H:17]([CH2:20][OH:21])[NH:16][C:15](=[O:22])[C:13]=5[S:14][C:7]=4[CH:6]=[CH:5][C:4]=3[N:3]=2)[CH:25]=1. The yield is 0.630. (5) The reactants are [Mg].Br[C:3]1[S:4][CH:5]=[CH:6][CH:7]=1.Br[C:9]1[CH:10]=[CH:11][C:12]([N:15]([CH3:17])[CH3:16])=[N:13][CH:14]=1.O. The catalyst is C1COCC1. The product is [S:4]1[CH:5]=[CH:6][CH:7]=[C:3]1[C:9]1[CH:10]=[CH:11][C:12]([N:15]([CH3:17])[CH3:16])=[N:13][CH:14]=1. The yield is 0.290. (6) The reactants are [H-].[Na+].[Cl:3][C:4]1[CH:9]=[C:8]([C:10]([F:13])([F:12])[F:11])[CH:7]=[C:6]([Cl:14])[C:5]=1[N:15]1[C:19]([NH:20][CH2:21][CH2:22][CH2:23][S:24][CH2:25][CH3:26])=[C:18]([S:27]([C:30]([F:33])([F:32])[F:31])(=[O:29])=[O:28])[C:17]([C:34]#[N:35])=[N:16]1.Cl[C:37]([O:39][CH2:40][CH3:41])=[O:38].[Cl-].[NH4+]. The catalyst is O1CCCC1.C(OCC)(=O)C. The product is [Cl:14][C:6]1[CH:7]=[C:8]([C:10]([F:13])([F:12])[F:11])[CH:9]=[C:4]([Cl:3])[C:5]=1[N:15]1[C:19]([N:20]([C:37]([O:39][CH2:40][CH3:41])=[O:38])[CH2:21][CH2:22][CH2:23][S:24][CH2:25][CH3:26])=[C:18]([S:27]([C:30]([F:33])([F:32])[F:31])(=[O:28])=[O:29])[C:17]([C:34]#[N:35])=[N:16]1. The yield is 0.810. (7) The yield is 0.880. No catalyst specified. The product is [Cl:1][C:2]1[CH:3]=[CH:4][C:5]2[C:6](=[O:16])[C:17](=[O:20])[C:18]3[C:13]([C:14]=2[CH:15]=1)=[CH:12][CH:11]=[CH:10][CH:9]=3. The reactants are [Cl:1][C:2]1[CH:3]=[CH:4][C:5]2[CH:6]=CC3[C:13]([C:14]=2[CH:15]=1)=[CH:12][CH:11]=[CH:10][CH:9]=3.[OH2:16].[C:17]([OH:20])(=O)[CH3:18]. (8) The reactants are [CH3:1][C:2]1([CH3:34])[CH2:11][CH2:10][C:9]([CH3:13])([CH3:12])[C:8]2[CH:7]=[C:6]([O:14][CH2:15][CH2:16][O:17][C:18]3[CH:33]=[CH:32][C:21]([CH2:22][CH:23]([C:28]([O:30]C)=[O:29])[C:24]([O:26][CH3:27])=[O:25])=[CH:20][CH:19]=3)[CH:5]=[CH:4][C:3]1=2.[OH-].[Na+]. The catalyst is CO.O1CCCC1. The product is [CH3:27][O:26][C:24]([CH:23]([CH2:22][C:21]1[CH:32]=[CH:33][C:18]([O:17][CH2:16][CH2:15][O:14][C:6]2[CH:5]=[CH:4][C:3]3[C:2]([CH3:34])([CH3:1])[CH2:11][CH2:10][C:9]([CH3:13])([CH3:12])[C:8]=3[CH:7]=2)=[CH:19][CH:20]=1)[C:28]([OH:30])=[O:29])=[O:25]. The yield is 0.930. (9) The reactants are [CH3:1][C:2]1([CH3:25])[C:6](=N)[N:5]([C:8]2[CH:15]=[CH:14][C:11]([C:12]#[N:13])=[C:10]([C:16]([F:19])([F:18])[F:17])[CH:9]=2)[C:4](=[S:20])[N:3]1[CH2:21][CH2:22][CH2:23][OH:24].Cl.C[OH:28]. No catalyst specified. The product is [CH3:1][C:2]1([CH3:25])[C:6](=[O:28])[N:5]([C:8]2[CH:15]=[CH:14][C:11]([C:12]#[N:13])=[C:10]([C:16]([F:18])([F:19])[F:17])[CH:9]=2)[C:4](=[S:20])[N:3]1[CH2:21][CH2:22][CH2:23][OH:24]. The yield is 0.680. (10) The reactants are [Br:1][C:2]1[CH:3]=[CH:4]C(F)=[C:6]([CH:9]=1)C#N.[CH3:11][O:12][C:13]1[CH:20]=[CH:19][C:16]([CH2:17][NH2:18])=[CH:15][CH:14]=1.C([N:23]([CH2:26][CH3:27])CC)C. The catalyst is CS(C)=O. The product is [Br:1][C:2]1[CH:3]=[CH:4][C:27]([C:26]#[N:23])=[C:6]([NH:18][CH2:17][C:16]2[CH:19]=[CH:20][C:13]([O:12][CH3:11])=[CH:14][CH:15]=2)[CH:9]=1. The yield is 0.810.